Dataset: Reaction yield outcomes from USPTO patents with 853,638 reactions. Task: Predict the reaction yield, written as a fraction of the theoretical maximum amount of product (1.0 means a 100% yield; for example, 0.34 means a 34% yield). (1) The reactants are [C:1]([O:5][C:6]([N:8]1[CH2:13][CH2:12][CH2:11][C@@H:10]([O:14][C:15]2[CH:20]=[CH:19][C:18]([C:21]([C:23]3[N:31]4[C:26]([CH:27]=[C:28]([C:32](O)=[O:33])[CH:29]=[CH:30]4)=[CH:25][C:24]=3[CH2:35][CH2:36][CH2:37][CH3:38])=[O:22])=[CH:17][CH:16]=2)[CH2:9]1)=[O:7])([CH3:4])([CH3:3])[CH3:2].Cl.[CH3:40][CH:41]([NH:43][CH2:44][C:45]([O:47][CH3:48])=[O:46])[CH3:42].CCN(C(C)C)C(C)C.CN(C(ON1N=NC2C=CC=CC1=2)=[N+](C)C)C.[B-](F)(F)(F)F. No catalyst specified. The product is [CH2:35]([C:24]1[CH:25]=[C:26]2[N:31]([C:23]=1[C:21]([C:18]1[CH:19]=[CH:20][C:15]([O:14][C@@H:10]3[CH2:11][CH2:12][CH2:13][N:8]([C:6]([O:5][C:1]([CH3:2])([CH3:4])[CH3:3])=[O:7])[CH2:9]3)=[CH:16][CH:17]=1)=[O:22])[CH:30]=[CH:29][C:28]([C:32](=[O:33])[N:43]([CH2:44][C:45]([O:47][CH3:48])=[O:46])[CH:41]([CH3:42])[CH3:40])=[CH:27]2)[CH2:36][CH2:37][CH3:38]. The yield is 0.780. (2) The reactants are [CH:1]1([CH2:4][CH2:5][N:6]2[C:11](=[O:12])[CH2:10][C:9](=[O:13])[N:8]([CH2:14][CH2:15][CH:16]3[CH2:18][CH2:17]3)[C:7]2=[O:19])[CH2:3][CH2:2]1.C(N(C(C)C)CC)(C)C.[N:29]([CH2:32][C:33]([O:35]CC)=[O:34])=[C:30]=[O:31]. The catalyst is ClCCl. The product is [CH:16]1([CH2:15][CH2:14][N:8]2[C:9]([OH:13])=[C:10]([C:30]([NH:29][CH2:32][C:33]([OH:35])=[O:34])=[O:31])[C:11](=[O:12])[N:6]([CH2:5][CH2:4][CH:1]3[CH2:2][CH2:3]3)[C:7]2=[O:19])[CH2:18][CH2:17]1. The yield is 0.760. (3) The reactants are [Br:1][C:2]1[CH:10]=[CH:9][CH:8]=[C:7]([Cl:11])[C:3]=1[C:4]([OH:6])=O.C(Cl)(=O)C(Cl)=O.[C:18](=[N:21]O)([NH2:20])[CH3:19]. The catalyst is C(Cl)Cl.CN(C=O)C.N1C=CC=CC=1. The product is [Br:1][C:2]1[CH:10]=[CH:9][CH:8]=[C:7]([Cl:11])[C:3]=1[C:4]1[O:6][N:21]=[C:18]([CH3:19])[N:20]=1. The yield is 0.320.